This data is from Catalyst prediction with 721,799 reactions and 888 catalyst types from USPTO. The task is: Predict which catalyst facilitates the given reaction. Reactant: F[C:2]1[CH:3]=[CH:4][C:5]([N+]([O-])=O)=[C:6]([CH:8]=1)N.[CH3:12][C@H:13]1[NH:18][CH2:17][C@@H](CN(C)C)[O:15][CH2:14]1.C(N(CC)CC)C.CN1C(=O)CCC1. Product: [CH2:17]([NH:18][C@H:13]([CH3:12])[CH2:14][OH:15])[C:2]1[CH:3]=[CH:4][CH:5]=[CH:6][CH:8]=1. The catalyst class is: 2.